This data is from Catalyst prediction with 721,799 reactions and 888 catalyst types from USPTO. The task is: Predict which catalyst facilitates the given reaction. (1) Reactant: [CH2:1]([O:8][C:9]1[C:18]([O:19][CH3:20])=[CH:17][C:12]([C:13](Cl)=[N:14][OH:15])=[C:11]([I:21])[CH:10]=1)[C:2]1[CH:7]=[CH:6][CH:5]=[CH:4][CH:3]=1.C[N:23](C)C=O.N.C(OCC)(=O)C. Product: [CH2:1]([O:8][C:9]1[C:18]([O:19][CH3:20])=[CH:17][C:12]([C:13]([NH:14][OH:15])=[NH:23])=[C:11]([I:21])[CH:10]=1)[C:2]1[CH:7]=[CH:6][CH:5]=[CH:4][CH:3]=1. The catalyst class is: 6. (2) Reactant: [Br:1][C:2]1[CH:11]=[C:10]2[C:5]([CH:6](O)[CH2:7][CH2:8][O:9]2)=[CH:4][CH:3]=1.BrC1C=C2C(C(=O)CCO2)=CC=1.[BH4-].[Na+].C1(P([N:41]=[N+:42]=[N-:43])(C2C=CC=CC=2)=O)C=CC=CC=1.C1CCN2C(=NCCC2)CC1. Product: [N:41]([CH:6]1[C:5]2[C:10](=[CH:11][C:2]([Br:1])=[CH:3][CH:4]=2)[O:9][CH2:8][CH2:7]1)=[N+:42]=[N-:43]. The catalyst class is: 548. (3) Reactant: [CH3:1][C:2]1[CH:7]=[CH:6][CH:5]=[CH:4][C:3]=1[N:8]1[CH:13]=[CH:12][CH:11]=[C:10]([C:14]([O:16]C)=[O:15])[C:9]1=[O:18].[OH-].[Na+].Cl. Product: [CH3:1][C:2]1[CH:7]=[CH:6][CH:5]=[CH:4][C:3]=1[N:8]1[CH:13]=[CH:12][CH:11]=[C:10]([C:14]([OH:16])=[O:15])[C:9]1=[O:18]. The catalyst class is: 5. (4) Reactant: Cl.[P:2]([O:10][C:11]1[CH:16]=[CH:15][C:14]([CH2:17][O:18][Si](C(C)(C)C)(C)C)=[CH:13][CH:12]=1)([O:7][CH2:8][CH3:9])([O:4][CH2:5][CH3:6])=[O:3].C(=O)(O)[O-].[Na+]. Product: [P:2]([O:10][C:11]1[CH:12]=[CH:13][C:14]([CH2:17][OH:18])=[CH:15][CH:16]=1)([O:7][CH2:8][CH3:9])([O:4][CH2:5][CH3:6])=[O:3]. The catalyst class is: 8.